Dataset: Catalyst prediction with 721,799 reactions and 888 catalyst types from USPTO. Task: Predict which catalyst facilitates the given reaction. (1) Reactant: [CH2:1]([O:8][CH2:9][C@H:10]1[CH2:15][N:14]([C:16]([O:18][C:19]([CH3:22])([CH3:21])[CH3:20])=[O:17])[CH2:13][C@@H:12]([C:23]([OH:25])=O)[O:11]1)[C:2]1[CH:7]=[CH:6][CH:5]=[CH:4][CH:3]=1.ON1C2C=CC=CC=2N=N1.Cl.[CH2:37]([N:39]=[C:40]=NCCCN(C)C)C.Cl.CNC. Product: [CH2:1]([O:8][CH2:9][C@@H:10]1[O:11][C@H:12]([C:23](=[O:25])[N:39]([CH3:40])[CH3:37])[CH2:13][N:14]([C:16]([O:18][C:19]([CH3:22])([CH3:21])[CH3:20])=[O:17])[CH2:15]1)[C:2]1[CH:7]=[CH:6][CH:5]=[CH:4][CH:3]=1. The catalyst class is: 842. (2) Reactant: [Br:1][C:2]1[C:3]([NH2:12])=[C:4]([N+:9]([O-:11])=[O:10])[C:5](Cl)=[N:6][CH:7]=1.[CH3:13][N:14]1[CH2:19][CH2:18][NH:17][CH2:16][CH2:15]1. Product: [Br:1][C:2]1[C:3]([NH2:12])=[C:4]([N+:9]([O-:11])=[O:10])[C:5]([N:17]2[CH2:18][CH2:19][N:14]([CH3:13])[CH2:15][CH2:16]2)=[N:6][CH:7]=1. The catalyst class is: 8. (3) Reactant: [Cl:1][C:2]1[CH:7]=[C:6]([CH3:8])[CH:5]=[CH:4][C:3]=1[C:9]([F:12])([F:11])[F:10].[Br:13]N1C(=O)CCC1=O.C(OOC(=O)C1C=CC=CC=1)(=O)C1C=CC=CC=1. The catalyst class is: 340. Product: [Cl:1][C:2]1[CH:7]=[C:6]([CH:5]=[CH:4][C:3]=1[C:9]([F:10])([F:11])[F:12])[CH2:8][Br:13]. (4) Reactant: I[C:2]1[CH:26]=[CH:25][C:5]2[C:6]3[CH:12]=[C:11]([S:13]([NH:16][C@H:17]([CH:22]([CH3:24])[CH3:23])[C:18]([O:20][CH3:21])=[O:19])(=[O:15])=[O:14])[CH:10]=[CH:9][C:7]=3[O:8][C:4]=2[CH:3]=1.[CH3:27][N:28]1C(=O)CCC1. The catalyst class is: 267. Product: [C:27]([C:2]1[CH:26]=[CH:25][C:5]2[C:6]3[CH:12]=[C:11]([S:13]([NH:16][C@H:17]([CH:22]([CH3:24])[CH3:23])[C:18]([O:20][CH3:21])=[O:19])(=[O:14])=[O:15])[CH:10]=[CH:9][C:7]=3[O:8][C:4]=2[CH:3]=1)#[N:28]. (5) Reactant: [F:1][C:2]1[CH:9]=[C:8]([N:10]2[CH2:15][CH2:14][O:13][CH2:12][CH2:11]2)[CH:7]=[C:6]([F:16])[C:3]=1[CH:4]=O.[C:17](Br)(Br)([Br:19])[Br:18].C1(P(C2C=CC=CC=2)C2C=CC=CC=2)C=CC=CC=1. Product: [F:1][C:2]1[CH:9]=[C:8]([N:10]2[CH2:15][CH2:14][O:13][CH2:12][CH2:11]2)[CH:7]=[C:6]([F:16])[C:3]=1[CH:4]=[C:17]([Br:19])[Br:18]. The catalyst class is: 2. (6) Reactant: [F:1][CH2:2][CH2:3][O:4][CH2:5][CH2:6][O:7][CH2:8][CH2:9][O:10][C:11]1[CH:12]=[C:13]([C@@H:17]([NH:23][C:24]([C@@H:26]2[CH2:31][CH2:30][CH2:29][N:28]([C:32](=[O:48])[CH2:33][CH2:34][CH:35]3[CH2:40][CH2:39][N:38](C(OC(C)(C)C)=O)[CH2:37][CH2:36]3)[CH2:27]2)=[O:25])[CH2:18][C:19]([O:21]C)=[O:20])[CH:14]=[N:15][CH:16]=1.CO.O.O.O.O.O.O.O.O.[OH-].[Ba+2].[OH-]. Product: [F:1][CH2:2][CH2:3][O:4][CH2:5][CH2:6][O:7][CH2:8][CH2:9][O:10][C:11]1[CH:12]=[C:13]([C@H:17]([NH:23][C:24]([C@H:26]2[CH2:31][CH2:30][CH2:29][N:28]([C:32](=[O:48])[CH2:33][CH2:34][CH:35]3[CH2:40][CH2:39][NH:38][CH2:37][CH2:36]3)[CH2:27]2)=[O:25])[CH2:18][C:19]([OH:21])=[O:20])[CH:14]=[N:15][CH:16]=1. The catalyst class is: 107.